Dataset: Forward reaction prediction with 1.9M reactions from USPTO patents (1976-2016). Task: Predict the product of the given reaction. (1) Given the reactants [N+:1]([C:4]1[CH:5]=[CH:6][C:7]2[N:12]([CH2:13][CH2:14][CH2:15][N:16]3[CH2:20][CH2:19][CH2:18][CH2:17]3)[CH2:11][CH2:10][S:9][C:8]=2[CH:21]=1)([O-])=O.O.NN, predict the reaction product. The product is: [N:16]1([CH2:15][CH2:14][CH2:13][N:12]2[CH2:11][CH2:10][S:9][C:8]3[CH:21]=[C:4]([NH2:1])[CH:5]=[CH:6][C:7]2=3)[CH2:20][CH2:19][CH2:18][CH2:17]1. (2) Given the reactants [Br:1][C:2]1[CH:3]=[C:4]2[C:8](=[CH:9][CH:10]=1)[NH:7][N:6]=[CH:5]2.[OH-].[Na+].Cl[CH2:14][O:15][CH2:16][CH2:17][Si:18]([CH3:21])([CH3:20])[CH3:19], predict the reaction product. The product is: [Br:1][C:2]1[CH:3]=[C:4]2[C:8](=[CH:9][CH:10]=1)[N:7]([CH2:14][O:15][CH2:16][CH2:17][Si:18]([CH3:21])([CH3:20])[CH3:19])[N:6]=[CH:5]2. (3) Given the reactants [OH:1][C:2]1[CH:16]=[CH:15][C:5]2[NH:6][C:7](=[O:14])[C:8]3[CH:9]=[CH:10][CH:11]=[N:12][C:13]=3[C:4]=2[CH:3]=1.C(=O)([O-])[O-].[K+].[K+].CS(O[CH:28]1[CH2:33][CH2:32][N:31]([C:34]([O:36][C:37]([CH3:40])([CH3:39])[CH3:38])=[O:35])[CH2:30][CH2:29]1)(=O)=O, predict the reaction product. The product is: [O:14]=[C:7]1[NH:6][C:5]2[CH:15]=[CH:16][C:2]([O:1][CH:28]3[CH2:33][CH2:32][N:31]([C:34]([O:36][C:37]([CH3:40])([CH3:39])[CH3:38])=[O:35])[CH2:30][CH2:29]3)=[CH:3][C:4]=2[C:13]2[N:12]=[CH:11][CH:10]=[CH:9][C:8]1=2. (4) Given the reactants [OH:1][C:2]1[CH:7]=[CH:6][CH:5]=[CH:4][C:3]=1[CH2:8][C:9]([OH:11])=[O:10].S(=O)(=O)(O)O.[CH3:17]O, predict the reaction product. The product is: [OH:1][C:2]1[CH:7]=[CH:6][CH:5]=[CH:4][C:3]=1[CH2:8][C:9]([O:11][CH3:17])=[O:10]. (5) The product is: [O:15]=[C:12]1[CH2:13][CH2:14][C@:6]2([CH2:16][C:17]([F:18])([F:19])[F:20])[C:5]3[CH:21]=[CH:22][C:2]([O:1][S:47]([C:46]([F:65])([F:64])[F:45])(=[O:49])=[O:48])=[CH:3][C:4]=3[CH2:10][CH2:9][CH2:8][C@@H:7]2[CH2:11]1.[O:37]=[C:34]1[CH2:35][CH2:36][C@@:28]2([CH2:38][C:39]([F:40])([F:41])[F:42])[C:27]3[CH:43]=[CH:44][C:24]([O:23][S:47]([C:46]([F:65])([F:64])[F:45])(=[O:49])=[O:48])=[CH:25][C:26]=3[CH2:32][CH2:31][CH2:30][C@H:29]2[CH2:33]1. Given the reactants [OH:1][C:2]1[CH:22]=[CH:21][C:5]2[C@@:6]3([CH2:16][C:17]([F:20])([F:19])[F:18])[CH2:14][CH2:13][C:12](=[O:15])[CH2:11][C@H:7]3[CH2:8][CH2:9][CH2:10][C:4]=2[CH:3]=1.[OH:23][C:24]1[CH:44]=[CH:43][C:27]2[C@:28]3([CH2:38][C:39]([F:42])([F:41])[F:40])[CH2:36][CH2:35][C:34](=[O:37])[CH2:33][C@@H:29]3[CH2:30][CH2:31][CH2:32][C:26]=2[CH:25]=1.[F:45][C:46]([F:65])([F:64])[S:47](N(C1C=CC=CC=1)[S:47]([C:46]([F:65])([F:64])[F:45])(=[O:49])=[O:48])(=[O:49])=[O:48].CCN(C(C)C)C(C)C, predict the reaction product. (6) Given the reactants FC(F)(F)S(O[C:7]1[CH:12]=[CH:11][CH:10]=[CH:9][C:8]=1[C:13]1[CH:18]=[CH:17][N:16]=[CH:15][CH:14]=1)(=O)=O.[N:21]1[C:30]2[C:25](=[CH:26][CH:27]=[CH:28][CH:29]=2)[CH:24]=[CH:23][C:22]=1[CH2:31][O:32][C:33]1[CH:38]=[CH:37][C:36](B(O)O)=[CH:35][CH:34]=1.C(=O)([O-])[O-].[Cs+].[Cs+], predict the reaction product. The product is: [N:16]1[CH:17]=[CH:18][C:13]([C:8]2[CH:9]=[CH:10][CH:11]=[CH:12][C:7]=2[C:36]2[CH:35]=[CH:34][C:33]([O:32][CH2:31][C:22]3[CH:23]=[CH:24][C:25]4[C:30](=[CH:29][CH:28]=[CH:27][CH:26]=4)[N:21]=3)=[CH:38][CH:37]=2)=[CH:14][CH:15]=1. (7) The product is: [CH2:1]([C:3]1[CH:4]=[N:5][C:6]([N:9]2[C:15]([CH3:16])=[CH:14][C:11]([CH3:12])=[N:10]2)=[N:7][CH:8]=1)[CH3:2]. Given the reactants [CH2:1]([C:3]1[CH:4]=[N:5][C:6]([NH:9][NH2:10])=[N:7][CH:8]=1)[CH3:2].[C:11]([CH2:14][C:15](=O)[CH3:16])(=O)[CH3:12].Cl.[OH-].[Na+], predict the reaction product.